From a dataset of Experimentally validated miRNA-target interactions with 360,000+ pairs, plus equal number of negative samples. Binary Classification. Given a miRNA mature sequence and a target amino acid sequence, predict their likelihood of interaction. (1) The miRNA is hsa-miR-6780a-5p with sequence UUGGGAGGGAAGACAGCUGGAGA. The protein sequence of the target gene is MTMDKSELVQKAKLAEQAERYDDMAAAMKAVTEQGHELSNEERNLLSVAYKNVVGARRSSWRVISSIEQKTERNEKKQQMGKEYREKIEAELQDICNDVLELLDKYLIPNATQPESKVFYLKMKGDYFRYLSEVASGDNKQTTVSNSQQAYQEAFEISKKEMQPTHPIRLGLALNFSVFYYEILNSPEKACSLAKTAFDEAIAELDTLNEESYKDSTLIMQLLRDNLTLWTSENQGDEGDAGEGEN. Result: 1 (interaction). (2) Result: 0 (no interaction). The protein sequence of the target gene is MDTAEEDICRVCRSEGTPEKPLYHPCVCTGSIKFIHQECLVQWLKHSRKEYCELCKHRFAFTPIYSPDMPSRLPIQDIFAGLVTSIGTAIRYWFHYTLVAFAWLGVVPLTACRIYKCLFTGSVSSLLTLPLDMLSTENLLADCLQGCFVVTCTLCAFISLVWLREQIVHGGAPIWLEHAAPPFNAAGHHQNEAPVGGNGAENPAADQPANPAGENAVLGENPDAQDGQAEEEEEDNEEEDDAGVEDAADANNGAQDDMNWNALEWDRAAEELTWERMLGLDGSLVFLEHVFWVVSLNTLF.... The miRNA is hsa-miR-4492 with sequence GGGGCUGGGCGCGCGCC. (3) Result: 0 (no interaction). The protein sequence of the target gene is MADKEAGGGDAGPRETAPTSTYSSPARSLGDTGITPLSPSHILNDADPVSEQQTFLVVVAIDFGTTSSGYAYSFTKEPECIHVMRRWEGGDPGVSNQKTPTTILLTPERKFHSFGYAARDFYHDLDPSEAKQWLYLEKFKMKLHTTGDLTMDTDLTAANGKKVKALEIFAYALQYFKEQALKELSDQAGSDFENSDVRWVITVPAIWKQPAKQFMREAAYQAGLASPENSEQLIIALEPEAASIYCRKLRLHQMIELSSKAVVNGYSASDTVGAGFAQAKEHVRRNRQSRTFLVENVIGE.... The miRNA is hsa-miR-342-5p with sequence AGGGGUGCUAUCUGUGAUUGA.